This data is from Catalyst prediction with 721,799 reactions and 888 catalyst types from USPTO. The task is: Predict which catalyst facilitates the given reaction. (1) Reactant: [CH:1]([C:4]1[N:9]=[C:8]([C:10](OCC)=[O:11])[CH:7]=[CH:6][CH:5]=1)([CH3:3])[CH3:2].[H-].[H-].[H-].[H-].[Li+].[Al+3]. Product: [CH:1]([C:4]1[N:9]=[C:8]([CH2:10][OH:11])[CH:7]=[CH:6][CH:5]=1)([CH3:3])[CH3:2]. The catalyst class is: 1. (2) The catalyst class is: 848. Product: [C:7]1([N:6]2[C:2]([C:19]3[CH:20]=[CH:21][CH:22]=[C:17]([O:16][C:15]([F:14])([F:26])[F:27])[CH:18]=3)=[CH:3][C:4]([NH2:13])=[N:5]2)[CH:12]=[CH:11][CH:10]=[CH:9][CH:8]=1. Reactant: I[C:2]1[N:6]([C:7]2[CH:12]=[CH:11][CH:10]=[CH:9][CH:8]=2)[N:5]=[C:4]([NH2:13])[CH:3]=1.[F:14][C:15]([F:27])([F:26])[O:16][C:17]1[CH:18]=[C:19](B(O)O)[CH:20]=[CH:21][CH:22]=1.C(=O)([O-])[O-].[Na+].[Na+].C1(P(C2CCCCC2)C2CCCCC2)CCCCC1.C(=O)([O-])O.[Na+].